From a dataset of Experimentally validated miRNA-target interactions with 360,000+ pairs, plus equal number of negative samples. Binary Classification. Given a miRNA mature sequence and a target amino acid sequence, predict their likelihood of interaction. (1) The miRNA is mmu-miR-181a-5p with sequence AACAUUCAACGCUGUCGGUGAGU. The protein sequence of the target gene is MVKETQYYDILGVKPSASPEEIKKAYRKLALKYHPDKNPDEGEKFKLISQAYEVLSDPKKRDIYDQGGEQAIKEGGSGSPSFSSPMDIFDMFFGGGGRMTRERRGKNVVHQLSVTLEDLYNGITKKLALQKNVICEKCEGIGGKKGSVEKCPLCKGRGMQVHIQQIGPGMVQQIQTVCIECKGQGERINPKDRCENCSGAKVTREKKIIEVHVEKGMKDGQKILFHGEGDQEPELDPGDVIIVLDQKDHSVFQRRGQDLIMKMKIQLSEALCGFKKTIKTLDDRVLVISSKSGEVIKHGD.... Result: 1 (interaction). (2) The miRNA is hsa-miR-378a-3p with sequence ACUGGACUUGGAGUCAGAAGGC. The protein sequence of the target gene is MPKFKAARGVGGQEKHAPLADQILAGNAVRAGVREKRRGRGTGEAEEEYVGPRLSRRILQQARQQQEELEAEHGTGDKPAAPRERTTRLGPRMPQDGSDDEDEEWPTLEKAATMTAAGHHAEVVVDPEDERAIEMFMNKNPPARRTLADIIMEKLTEKQTEVETVMSEVSGFPMPQLDPRVLEVYRGVREVLSKYRSGKLPKAFKIIPALSNWEQILYVTEPEAWTAAAMYQATRIFASNLKERMAQRFYNLVLLPRVRDDVAEYKRLNFHLYMALKKALFKPGAWFKGILIPLCESGTC.... Result: 1 (interaction). (3) The miRNA is mmu-miR-5136 with sequence AUAUGCGAGGGAACUACUGG. The protein sequence of the target gene is MRRSKADVERYVASVLGLTPSPRQKSMKGFYFAKLYYEAKEYDLAKKYICTYINVQERDPKAHRFLGLLYELEENTEKAVECYRRSVELNPTQKDLVLKIAELLCKNDVTDGRAKYWVERAAKLFPGSPAIYKLKEQLLDCEGEDGWNKLFDLIQSELYVRPDDVHVNIRLVELYRSTKRLKDAVAHCHEAERNIALRSSLEWNSCVVQTLKEYLESLQCLESDKSDWRATNTDLLLAYANLMLLTLSTRDVQENRELLESFDSALQSAKSSLGGNDELSATFLEMKGHFYMYAGSLLLK.... Result: 0 (no interaction).